Dataset: Experimentally validated miRNA-target interactions with 360,000+ pairs, plus equal number of negative samples. Task: Binary Classification. Given a miRNA mature sequence and a target amino acid sequence, predict their likelihood of interaction. (1) The miRNA is hsa-miR-302a-5p with sequence ACUUAAACGUGGAUGUACUUGCU. The protein sequence of the target gene is MLGTLTPLSSLLLLLLVLVLGCGPRASSGGGAGGAAGYAPVKYIQPMQKGPVGPPFREGKGQYLEMPLPLLPMDLKGEPGPPGKPGPRGPPGPPGFPGKPGMGKPGLHGQPGPAGPPGFSRMGKAGPPGLPGKVGPPGQPGLRGEPGIRGDQGLRGPPGPPGLPGPSGITIPGKPGAQGVPGPPGFQGEPGPQGEPGPPGDRGLKGDNGVGQPGLPGAPGQGGAPGPPGLPGPAGLGKPGLDGLPGAPGDKGESGPPGVPGPRGEPGAVGPKGPPGVDGVGVPGAAGLPGPQGPSGAKGE.... Result: 0 (no interaction). (2) The miRNA is mmu-miR-19b-3p with sequence UGUGCAAAUCCAUGCAAAACUGA. The protein sequence of the target gene is MASSAREHLLFVRRRNPQMRYTLSPENLQSLAAQNSMPENMALQRANSDTDLVTSESRSSLTASMYEYTLGQAQNLIIFWDIKEEVDPSDWIGLYHIDENSPANFWDSKNRGVTGTQKGQIVWRIEPGPYFMEPEIKICFKYYHGISGALRATTPCITVKNPAVMMGAEGMEGGASGSLHSRKLVSFTLSDLRAVGLKKGMFFNPDPYLKMSIQPGKKSSFPTCAHHGQERRSTIISNTTNPIWHREKYSFFALLTDVLEIEIKDKFAKSRPIIKRFLGKLTIPVQRLLERQAGDQMLSY.... Result: 1 (interaction).